Predict the product of the given reaction. From a dataset of Forward reaction prediction with 1.9M reactions from USPTO patents (1976-2016). (1) Given the reactants [F:1][C:2]1[CH:14]=[CH:13][C:5]([C:6]([O:8][C:9]([CH3:12])([CH3:11])[CH3:10])=[O:7])=[CH:4][C:3]=1[CH2:15][NH:16][CH2:17][C:18]1[CH:23]=[CH:22][CH:21]=[CH:20][CH:19]=1.[CH2:24]([O:31][C:32]([NH:34][C@@H:35]([C:38](O)=[O:39])[CH2:36][OH:37])=[O:33])[C:25]1[CH:30]=[CH:29][CH:28]=[CH:27][CH:26]=1.C1C=CC2N(O)N=NC=2C=1.O.CCN(CC)CC.CCN=C=NCCCN(C)C.Cl, predict the reaction product. The product is: [F:1][C:2]1[CH:14]=[CH:13][C:5]([C:6]([O:8][C:9]([CH3:12])([CH3:11])[CH3:10])=[O:7])=[CH:4][C:3]=1[CH2:15][N:16]([C:36](=[O:37])[C@@H:35]([CH2:38][OH:39])[NH:34][C:32]([O:31][CH2:24][C:25]1[CH:30]=[CH:29][CH:28]=[CH:27][CH:26]=1)=[O:33])[CH2:17][C:18]1[CH:19]=[CH:20][CH:21]=[CH:22][CH:23]=1. (2) Given the reactants P(Cl)(Cl)(Cl)=O.[CH2:6]([N:13]1[C:17]([C:18]([F:21])([F:20])[F:19])=[CH:16][C:15]([C:22]2[O:23][CH:24]=[CH:25][CH:26]=2)=[N:14]1)[C:7]1[CH:12]=[CH:11][CH:10]=[CH:9][CH:8]=1.[C:27](=O)([O-])[O-:28].[K+].[K+], predict the reaction product. The product is: [CH2:6]([N:13]1[C:17]([C:18]([F:20])([F:21])[F:19])=[CH:16][C:15]([C:22]2[O:23][C:24]([CH:27]=[O:28])=[CH:25][CH:26]=2)=[N:14]1)[C:7]1[CH:8]=[CH:9][CH:10]=[CH:11][CH:12]=1. (3) The product is: [Cl:42][C:39]1[CH:40]=[CH:41][C:24]2[N:23]3[C:43]([CH:46]([CH3:47])[CH3:48])=[N:44][N:45]=[C:22]3[CH:21]([CH2:20][C:19]([N:15]3[CH2:16][CH2:17][CH2:18][C@@H:14]3[C:13]([OH:50])=[O:12])=[O:49])[O:27][CH:26]([C:28]3[CH:33]=[CH:32][CH:31]=[C:30]([O:34][CH3:35])[C:29]=3[O:36][CH3:37])[C:25]=2[CH:38]=1. Given the reactants FC(F)(F)C(O)=O.C([O:12][C:13](=[O:50])[C@H:14]1[CH2:18][CH2:17][CH2:16][N:15]1[C:19](=[O:49])[CH2:20][CH:21]1[O:27][CH:26]([C:28]2[CH:33]=[CH:32][CH:31]=[C:30]([O:34][CH3:35])[C:29]=2[O:36][CH3:37])[C:25]2[CH:38]=[C:39]([Cl:42])[CH:40]=[CH:41][C:24]=2[N:23]2[C:43]([CH:46]([CH3:48])[CH3:47])=[N:44][N:45]=[C:22]12)(C)(C)C, predict the reaction product.